This data is from Catalyst prediction with 721,799 reactions and 888 catalyst types from USPTO. The task is: Predict which catalyst facilitates the given reaction. (1) The catalyst class is: 146. Reactant: [CH2:1]([NH:3][C:4]1[CH:9]=[CH:8][CH:7]=[CH:6][CH:5]=1)[CH3:2].C(N(CC)CC)C.[C:17]1([C:23]2[C:24]3[CH:30]=[C:29]([C:31](O)=[O:32])[S:28][C:25]=3[NH:26][N:27]=2)[CH:22]=[CH:21][CH:20]=[CH:19][CH:18]=1. Product: [CH2:1]([N:3]([C:4]1[CH:9]=[CH:8][CH:7]=[CH:6][CH:5]=1)[C:31]([C:29]1[S:28][C:25]2[NH:26][N:27]=[C:23]([C:17]3[CH:22]=[CH:21][CH:20]=[CH:19][CH:18]=3)[C:24]=2[CH:30]=1)=[O:32])[CH3:2]. (2) Product: [CH2:1]([N:8]1[CH2:17][CH2:16][C:11](=[O:12])[CH2:10][CH:9]1[CH3:18])[C:2]1[CH:3]=[CH:4][CH:5]=[CH:6][CH:7]=1. The catalyst class is: 48. Reactant: [CH2:1]([N:8]1[CH2:17][CH2:16][C:11]2(OCC[O:12]2)[CH2:10][CH:9]1[CH3:18])[C:2]1[CH:7]=[CH:6][CH:5]=[CH:4][CH:3]=1.Cl.